Dataset: Forward reaction prediction with 1.9M reactions from USPTO patents (1976-2016). Task: Predict the product of the given reaction. (1) The product is: [Cl:16][C:17]1[N:18]=[CH:19][C:20]([NH:23][CH2:14][CH:11]2[CH2:12][CH2:13][N:8]([C:1]([O:3][C:4]([CH3:7])([CH3:6])[CH3:5])=[O:2])[CH2:9][CH2:10]2)=[CH:21][CH:22]=1. Given the reactants [C:1]([N:8]1[CH2:13][CH2:12][CH:11]([CH:14]=O)[CH2:10][CH2:9]1)([O:3][C:4]([CH3:7])([CH3:6])[CH3:5])=[O:2].[Cl:16][C:17]1[CH:22]=[CH:21][C:20]([NH2:23])=[CH:19][N:18]=1.[BH3-]C#N.[Na+], predict the reaction product. (2) Given the reactants C(N1C=CN=C1)(N1C=CN=C1)=O.[C:13]([O:16][CH2:17][C:18]([CH3:53])([CH3:52])[CH2:19][N:20]1[C:26]2[CH:27]=[CH:28][C:29]([Cl:31])=[CH:30][C:25]=2[C@@H:24]([C:32]2[CH:37]=[CH:36][CH:35]=[C:34]([O:38][CH3:39])[C:33]=2[O:40][CH3:41])[O:23][C@H:22]([CH2:42][C:43]2[S:44][C:45](C(O)=O)=[CH:46][N:47]=2)[C:21]1=[O:51])(=[O:15])[CH3:14].[K+].[C:55]([O:61][CH2:62][CH3:63])(=[O:60])[CH2:56][C:57]([O-:59])=O.[Cl-].[Mg+2].[Cl-].Cl, predict the reaction product. The product is: [C:13]([O:16][CH2:17][C:18]([CH3:53])([CH3:52])[CH2:19][N:20]1[C:26]2[CH:27]=[CH:28][C:29]([Cl:31])=[CH:30][C:25]=2[C@@H:24]([C:32]2[CH:37]=[CH:36][CH:35]=[C:34]([O:38][CH3:39])[C:33]=2[O:40][CH3:41])[O:23][C@H:22]([CH2:42][C:43]2[S:44][C:45]([C:57](=[O:59])[CH2:56][C:55]([O:61][CH2:62][CH3:63])=[O:60])=[CH:46][N:47]=2)[C:21]1=[O:51])(=[O:15])[CH3:14]. (3) Given the reactants CCN(C(C)C)C(C)C.[N:10]1([C:14]([C:16]2[CH:36]=[CH:35][C:19]([O:20][C:21]3[CH:22]=[C:23]([CH:27]=[C:28]([O:30][C@@H:31]([CH3:34])[CH2:32][OH:33])[CH:29]=3)[C:24](O)=[O:25])=[C:18]([F:37])[CH:17]=2)=[O:15])[CH2:13][CH2:12][CH2:11]1.CN(C(ON1N=NC2C=CC=NC1=2)=[N+](C)C)C.F[P-](F)(F)(F)(F)F.[CH3:62][N:63]1[CH:67]=[CH:66][C:65]([NH2:68])=[N:64]1, predict the reaction product. The product is: [N:10]1([C:14]([C:16]2[CH:36]=[CH:35][C:19]([O:20][C:21]3[CH:22]=[C:23]([CH:27]=[C:28]([O:30][C@@H:31]([CH3:34])[CH2:32][OH:33])[CH:29]=3)[C:24]([NH:68][C:65]3[CH:66]=[CH:67][N:63]([CH3:62])[N:64]=3)=[O:25])=[C:18]([F:37])[CH:17]=2)=[O:15])[CH2:11][CH2:12][CH2:13]1. (4) Given the reactants [Br:1]C1SC(Br)=CC=1Br.COC1C=C(B(O)O)C=CC=1OC.[CH3:22][O:23][C:24]1[CH:25]=[C:26]([C:32]2[S:33][C:34]([C:37]3[CH:42]=[CH:41][C:40]([O:43][CH3:44])=[C:39]([O:45][CH3:46])[CH:38]=3)=[CH:35][CH:36]=2)[CH:27]=[CH:28][C:29]=1[O:30][CH3:31], predict the reaction product. The product is: [Br:1][C:36]1[CH:35]=[C:34]([C:37]2[CH:42]=[CH:41][C:40]([O:43][CH3:44])=[C:39]([O:45][CH3:46])[CH:38]=2)[S:33][C:32]=1[C:26]1[CH:27]=[CH:28][C:29]([O:30][CH3:31])=[C:24]([O:23][CH3:22])[CH:25]=1. (5) Given the reactants [CH3:1][O:2][C:3](=[O:15])[CH2:4][N:5]1[C:13]2[C:8](=[CH:9][C:10]([OH:14])=[CH:11][CH:12]=2)[CH:7]=[CH:6]1.[Br:16][CH2:17][CH2:18][CH2:19]Br.C([O-])([O-])=O.[Cs+].[Cs+], predict the reaction product. The product is: [CH3:1][O:2][C:3](=[O:15])[CH2:4][N:5]1[C:13]2[C:8](=[CH:9][C:10]([O:14][CH2:19][CH2:18][CH2:17][Br:16])=[CH:11][CH:12]=2)[CH:7]=[CH:6]1. (6) Given the reactants [Cl:1][C:2]1[C:3]([C:9](=O)[CH2:10][NH:11][C:12](=[O:23])[C:13]2[CH:18]=[CH:17][CH:16]=[CH:15][C:14]=2[C:19]([F:22])([F:21])[F:20])=[N:4][CH:5]=[C:6]([Cl:8])[CH:7]=1.Cl.[NH2:26][OH:27], predict the reaction product. The product is: [Cl:1][C:2]1[C:3]([C:9](=[N:26][OH:27])[CH2:10][NH:11][C:12](=[O:23])[C:13]2[CH:18]=[CH:17][CH:16]=[CH:15][C:14]=2[C:19]([F:22])([F:21])[F:20])=[N:4][CH:5]=[C:6]([Cl:8])[CH:7]=1. (7) Given the reactants [Br:1][C:2]1[CH:7]=[CH:6][CH:5]=[CH:4][C:3]=1[SH:8].C([O-])([O-])=O.[K+].[K+].Cl[CH2:16][C:17]#[N:18].O, predict the reaction product. The product is: [Br:1][C:2]1[CH:7]=[CH:6][CH:5]=[CH:4][C:3]=1[S:8][CH2:16][C:17]#[N:18]. (8) Given the reactants [Cl:1][C:2]1[C:7]([C:8]2[C:13]([F:14])=[CH:12][C:11](F)=[CH:10][C:9]=2[F:16])=[C:6]([NH:17][C@@H:18]([CH3:23])[C:19]([F:22])([F:21])[F:20])[N:5]2[N:24]=[CH:25][N:26]=[C:4]2[N:3]=1.[CH3:27][N:28]([CH3:33])[CH2:29][CH2:30][CH2:31][OH:32].[H-].[Na+].O, predict the reaction product. The product is: [Cl:1][C:2]1[C:7]([C:8]2[C:13]([F:14])=[CH:12][C:11]([O:32][CH2:31][CH2:30][CH2:29][N:28]([CH3:33])[CH3:27])=[CH:10][C:9]=2[F:16])=[C:6]([NH:17][C@@H:18]([CH3:23])[C:19]([F:22])([F:20])[F:21])[N:5]2[N:24]=[CH:25][N:26]=[C:4]2[N:3]=1.